Task: Predict the product of the given reaction.. Dataset: Forward reaction prediction with 1.9M reactions from USPTO patents (1976-2016) (1) The product is: [NH2:2][CH2:1][C:3]1[N:4]=[CH:5][C:6]([NH:10][C:11](=[O:17])[O:12][C:13]([CH3:15])([CH3:14])[CH3:16])=[N:7][C:8]=1[CH3:9]. Given the reactants [C:1]([C:3]1[N:4]=[CH:5][C:6]([NH:10][C:11](=[O:17])[O:12][C:13]([CH3:16])([CH3:15])[CH3:14])=[N:7][C:8]=1[CH3:9])#[N:2], predict the reaction product. (2) Given the reactants [C@H:1]([NH:5][C:6]1[C:7]([C:17]#[N:18])=[CH:8][C:9]([CH3:16])=[C:10]([CH:15]=1)[C:11]([O:13][CH3:14])=[O:12])([CH2:3][CH3:4])[CH3:2].OO.C(=O)([O-])[O-:22].[K+].[K+], predict the reaction product. The product is: [C@H:1]([NH:5][C:6]1[C:7]([C:17]([NH2:18])=[O:22])=[CH:8][C:9]([CH3:16])=[C:10]([CH:15]=1)[C:11]([O:13][CH3:14])=[O:12])([CH2:3][CH3:4])[CH3:2]. (3) Given the reactants Br[C:2]1[CH:3]=[CH:4][C:5]([C:8]#[N:9])=[N:6][CH:7]=1.[C:10]1([S:16]([O-:18])=[O:17])[CH:15]=[CH:14][CH:13]=[CH:12][CH:11]=1.[Na+], predict the reaction product. The product is: [C:10]1([S:16]([C:2]2[CH:3]=[CH:4][C:5]([C:8]#[N:9])=[N:6][CH:7]=2)(=[O:18])=[O:17])[CH:15]=[CH:14][CH:13]=[CH:12][CH:11]=1. (4) Given the reactants [CH2:1]([O:8][C:9](=[O:30])[C@H:10]([CH:27]([CH3:29])[CH3:28])[NH:11][CH2:12][C:13]1[CH:18]=[CH:17][C:16]([C:19]2[CH:24]=[CH:23][CH:22]=[CH:21][C:20]=2[C:25]#[N:26])=[CH:15][CH:14]=1)[C:2]1[CH:7]=[CH:6][CH:5]=[CH:4][CH:3]=1.C(N(CC)C(C)C)(C)C.[C:40](Cl)(=[O:45])[CH2:41][CH2:42][CH2:43][CH3:44], predict the reaction product. The product is: [CH2:1]([O:8][C:9](=[O:30])[C@H:10]([CH:27]([CH3:28])[CH3:29])[N:11]([CH2:12][C:13]1[CH:14]=[CH:15][C:16]([C:19]2[CH:24]=[CH:23][CH:22]=[CH:21][C:20]=2[C:25]#[N:26])=[CH:17][CH:18]=1)[C:40](=[O:45])[CH2:41][CH2:42][CH2:43][CH3:44])[C:2]1[CH:7]=[CH:6][CH:5]=[CH:4][CH:3]=1. (5) Given the reactants [CH3:1][O:2][C:3]1[CH:4]=[C:5]([NH:11][CH2:12][CH2:13][C:14]2[CH:19]=[CH:18][C:17]([C:20]([F:23])([F:22])[F:21])=[CH:16][CH:15]=2)[CH:6]=[CH:7][C:8]=1[O:9][CH3:10].[C:24]([O:28][C:29]([NH:31][CH:32]([C:36]1[CH:41]=[CH:40][CH:39]=[CH:38][C:37]=1OC)[C:33](O)=[O:34])=[O:30])([CH3:27])([CH3:26])[CH3:25].Cl, predict the reaction product. The product is: [C:24]([O:28][C:29](=[O:30])[NH:31][CH:32]([C:33](=[O:34])[N:11]([C:5]1[CH:6]=[CH:7][C:8]([O:9][CH3:10])=[C:3]([O:2][CH3:1])[CH:4]=1)[CH2:12][CH2:13][C:14]1[CH:19]=[CH:18][C:17]([C:20]([F:22])([F:21])[F:23])=[CH:16][CH:15]=1)[C:36]1[CH:41]=[CH:40][CH:39]=[CH:38][CH:37]=1)([CH3:27])([CH3:25])[CH3:26].